Task: Predict the product of the given reaction.. Dataset: Forward reaction prediction with 1.9M reactions from USPTO patents (1976-2016) (1) The product is: [Cl:10][C:6]1[N:5]=[CH:4][N:3]=[C:2]2[C:7]=1[CH:8]=[N:11][C:12]1[N:16]2[N:15]=[CH:14][CH:13]=1. Given the reactants Cl[C:2]1[C:7]([CH:8]=O)=[C:6]([Cl:10])[N:5]=[CH:4][N:3]=1.[NH2:11][C:12]1[NH:16][N:15]=[CH:14][CH:13]=1.C(N(C(C)C)CC)(C)C, predict the reaction product. (2) Given the reactants Cl[C:2]([O:4][CH2:5][CH:6]=[CH2:7])=[O:3].[NH2:8][C:9]1[CH:10]=[C:11]([NH:29]C(=O)OCC2C=CC=CC=2)[CH:12]=[N:13][C:14]=1[S:15](=[O:28])(=[O:27])[NH:16][C:17]1[CH:18]=[CH:19][C:20]2[CH2:24][O:23][B:22]([OH:25])[C:21]=2[CH:26]=1, predict the reaction product. The product is: [NH2:29][C:11]1[CH:10]=[C:9]([NH:8][C:2](=[O:3])[O:4][CH2:5][CH2:6][CH3:7])[C:14]([S:15](=[O:27])(=[O:28])[NH:16][C:17]2[CH:18]=[CH:19][C:20]3[CH2:24][O:23][B:22]([OH:25])[C:21]=3[CH:26]=2)=[N:13][CH:12]=1.